Dataset: Reaction yield outcomes from USPTO patents with 853,638 reactions. Task: Predict the reaction yield, written as a fraction of the theoretical maximum amount of product (1.0 means a 100% yield; for example, 0.34 means a 34% yield). (1) The reactants are [CH2:1]1[CH2:6][C@H:5]([C:7]([OH:9])=[O:8])[CH2:4][CH2:3][C@H:2]1[CH2:10][NH2:11].[CH3:12][C:13]([CH3:31])([CH3:30])[C:14]([O:16][CH:17]([O:19][C:20](ON1C(=O)CCC1=O)=[O:21])[CH3:18])=[O:15]. The catalyst is CC(OC)(C)C.CC(C)=O.O. The product is [CH3:30][C:13]([CH3:12])([CH3:31])[C:14]([O:16][CH:17]([O:19][C:20]([NH:11][CH2:10][C@H:2]1[CH2:3][CH2:4][C@H:5]([C:7]([OH:9])=[O:8])[CH2:6][CH2:1]1)=[O:21])[CH3:18])=[O:15]. The yield is 0.160. (2) The reactants are [Cl:1][C:2]1[CH:7]=[C:6]([CH2:8][C:9]2[C:14](=[O:15])[NH:13][C:12]([CH3:16])=[N:11][C:10]=2[CH2:17][CH2:18][CH3:19])[CH:5]=[CH:4][C:3]=1[C:20]1[C:21]([C:26]#[N:27])=[CH:22][CH:23]=[CH:24][CH:25]=1.[CH:28]([O:31][C:32]1[CH:37]=[CH:36][C:35](B(O)O)=[CH:34][CH:33]=1)([CH3:30])[CH3:29].C([N:43](CC)CC)C.N1C=CC=CC=1.[C:54]([O:57]CC)(=[O:56])C. The catalyst is ClCCl.C([O-])(=O)C.[Cu+2].C([O-])(=O)C. The product is [Cl:1][C:2]1[CH:7]=[C:6]([CH2:8][C:9]2[C:14](=[O:15])[N:13]([C:35]3[CH:36]=[CH:37][C:32]([O:31][CH:28]([CH3:30])[CH3:29])=[CH:33][CH:34]=3)[C:12]([CH3:16])=[N:11][C:10]=2[CH2:17][CH2:18][CH3:19])[CH:5]=[CH:4][C:3]=1[C:20]1[CH:25]=[CH:24][CH:23]=[CH:22][C:21]=1[C:26]1[NH:43][C:54](=[O:56])[O:57][N:27]=1. The yield is 0.780.